This data is from Reaction yield outcomes from USPTO patents with 853,638 reactions. The task is: Predict the reaction yield, written as a fraction of the theoretical maximum amount of product (1.0 means a 100% yield; for example, 0.34 means a 34% yield). (1) The reactants are C[O:2][C:3]([CH2:5][CH2:6][O:7][CH2:8][C:9]([NH:26][C:27]([CH2:29][CH2:30][O:31][CH2:32][C:33]([NH:98][C:99]([CH2:101][CH2:102][CH2:103][NH:104][C:105](=[O:122])[O:106][CH2:107][C:108]1[C:109]2[C:114]([CH:115]=[C:116]3[C:121]=1[CH:120]=[CH:119][CH:118]=[CH:117]3)=[CH:113][CH:112]=[CH:111][CH:110]=2)=[O:100])([CH2:66][O:67][CH2:68][CH2:69][C:70]([NH:72][C:73]([CH2:90][O:91][CH2:92][CH2:93][C:94]([O:96]C)=[O:95])([CH2:82][O:83][CH2:84][CH2:85][C:86]([O:88]C)=[O:87])[CH2:74][O:75][CH2:76][CH2:77][C:78]([O:80]C)=[O:79])=[O:71])[CH2:34][O:35][CH2:36][CH2:37][C:38]([NH:40][C:41]([CH2:58][O:59][CH2:60][CH2:61][C:62]([O:64]C)=[O:63])([CH2:50][O:51][CH2:52][CH2:53][C:54]([O:56]C)=[O:55])[CH2:42][O:43][CH2:44][CH2:45][C:46]([O:48]C)=[O:47])=[O:39])=[O:28])([CH2:18][O:19][CH2:20][CH2:21][C:22]([O:24]C)=[O:23])[CH2:10][O:11][CH2:12][CH2:13][C:14]([O:16]C)=[O:15])=[O:4]. The catalyst is CC(C)=O.[OH-].[Na+]. The product is [C:46]([CH2:45][CH2:44][O:43][CH2:42][C:41]([NH:40][C:38]([CH2:37][CH2:36][O:35][CH2:34][C:33]([NH:98][C:99]([CH2:101][CH2:102][CH2:103][NH:104][C:105](=[O:122])[O:106][CH2:107][C:108]1[C:109]2[C:114]([CH:115]=[C:116]3[C:121]=1[CH:120]=[CH:119][CH:118]=[CH:117]3)=[CH:113][CH:112]=[CH:111][CH:110]=2)=[O:100])([CH2:32][O:31][CH2:30][CH2:29][C:27]([NH:26][C:9]([CH2:10][O:11][CH2:12][CH2:13][C:14]([OH:16])=[O:15])([CH2:8][O:7][CH2:6][CH2:5][C:3]([OH:4])=[O:2])[CH2:18][O:19][CH2:20][CH2:21][C:22]([OH:24])=[O:23])=[O:28])[CH2:66][O:67][CH2:68][CH2:69][C:70]([NH:72][C:73]([CH2:82][O:83][CH2:84][CH2:85][C:86]([OH:88])=[O:87])([CH2:74][O:75][CH2:76][CH2:77][C:78]([OH:80])=[O:79])[CH2:90][O:91][CH2:92][CH2:93][C:94]([OH:96])=[O:95])=[O:71])=[O:39])([CH2:58][O:59][CH2:60][CH2:61][C:62]([OH:64])=[O:63])[CH2:50][O:51][CH2:52][CH2:53][C:54]([OH:56])=[O:55])([OH:48])=[O:47]. The yield is 0.680. (2) The reactants are [OH:1][C:2]1[C:3]([N+:8]([O-:10])=[O:9])=[N:4][CH:5]=[CH:6][CH:7]=1.C1(P(C2C=CC=CC=2)C2C=CC=CC=2)C=CC=CC=1.[Cl:30][C:31]1[C:36]([F:37])=[CH:35][CH:34]=[C:33]([Cl:38])[C:32]=1[C@@H:39](O)[CH3:40].N(C(OC(C)C)=O)=NC(OC(C)C)=O. The catalyst is C1COCC1. The product is [Cl:30][C:31]1[C:36]([F:37])=[CH:35][CH:34]=[C:33]([Cl:38])[C:32]=1[C@H:39]([O:1][C:2]1[C:3]([N+:8]([O-:10])=[O:9])=[N:4][CH:5]=[CH:6][CH:7]=1)[CH3:40]. The yield is 0.883. (3) The reactants are [C:1]([N:8]1[CH:12]=[CH:11][N:10]=[CH:9]1)([N:3]1[CH:7]=[CH:6]N=[CH:4]1)=[O:2].NC1[S:15][C:16]2C=C[CH:20]=[CH:19][C:17]=2N=1.CCN(C(C)C)C(C)C.[CH3:32][C:33]1[C:34]([CH2:39][N:40]([CH2:47][C:48]2[C:53]([CH3:54])=[CH:52][CH:51]=[CH:50][N:49]=2)[CH:41]2[CH2:46]CNCC2)=[N:35][CH:36]=[CH:37][CH:38]=1. The catalyst is C(Cl)Cl.CN(C=O)C. The product is [S:15]1[C:16]2[CH:17]=[CH:19][CH:20]=[CH:12][C:11]=2[N:10]=[C:9]1[NH:8][C:1]([N:3]1[CH2:4][CH2:46][CH:41]([N:40]([CH2:39][C:34]2[C:33]([CH3:32])=[CH:38][CH:37]=[CH:36][N:35]=2)[CH2:47][C:48]2[C:53]([CH3:54])=[CH:52][CH:51]=[CH:50][N:49]=2)[CH2:6][CH2:7]1)=[O:2]. The yield is 0.450.